From a dataset of Catalyst prediction with 721,799 reactions and 888 catalyst types from USPTO. Predict which catalyst facilitates the given reaction. (1) Reactant: [Cl:1][C:2]1[CH:7]=[CH:6][C:5]([NH:8][C:9](=[O:27])[CH2:10][CH2:11][C:12]2[CH:17]=[CH:16][C:15]([O:18][C:19]3[CH:24]=[CH:23][N:22]=[C:21]([C:25]#[N:26])[CH:20]=3)=[CH:14][CH:13]=2)=[CH:4][C:3]=1[C:28]([F:31])([F:30])[F:29].C[O-].[Na+].[Cl-].[NH4+:36]. Product: [NH2:26][C:25](=[NH:36])[C:21]1[CH:20]=[C:19]([O:18][C:15]2[CH:16]=[CH:17][C:12]([CH2:11][CH2:10][C:9]([NH:8][C:5]3[CH:6]=[CH:7][C:2]([Cl:1])=[C:3]([C:28]([F:31])([F:29])[F:30])[CH:4]=3)=[O:27])=[CH:13][CH:14]=2)[CH:24]=[CH:23][N:22]=1. The catalyst class is: 5. (2) Reactant: [N:1]1[CH:6]=[CH:5][CH:4]=[CH:3][C:2]=1[C:7]1[N:11]=[C:10]([CH2:12][CH2:13][C:14]([OH:16])=O)[NH:9][N:8]=1.Cl.[Cl:18][C:19]1[CH:20]=[C:21]([CH:30]=[CH:31][C:32]=1[Cl:33])[CH2:22][N:23]1[CH2:28][CH2:27][CH:26]([NH2:29])[CH2:25][CH2:24]1.C(N(CC)CC)C.[OH-].[Na+]. Product: [Cl:18][C:19]1[CH:20]=[C:21]([CH:30]=[CH:31][C:32]=1[Cl:33])[CH2:22][N:23]1[CH2:24][CH2:25][CH:26]([NH:29][C:14](=[O:16])[CH2:13][CH2:12][C:10]2[NH:9][N:8]=[C:7]([C:2]3[CH:3]=[CH:4][CH:5]=[CH:6][N:1]=3)[N:11]=2)[CH2:27][CH2:28]1. The catalyst class is: 4. (3) Reactant: [C:1]1([CH3:21])[CH:6]=[CH:5][C:4]([S:7]([C:10]2[NH:14][CH:13]=[N:12][C:11]=2[C:15]2[CH:20]=[CH:19][CH:18]=[CH:17][N:16]=2)(=[O:9])=[O:8])=[CH:3][CH:2]=1.[H-].[Na+].[CH3:24][Si:25]([CH2:28][CH2:29][O:30][CH2:31]Cl)([CH3:27])[CH3:26].O. Product: [C:1]1([CH3:21])[CH:2]=[CH:3][C:4]([S:7]([C:10]2[N:14]([CH2:31][O:30][CH2:29][CH2:28][Si:25]([CH3:27])([CH3:26])[CH3:24])[CH:13]=[N:12][C:11]=2[C:15]2[CH:20]=[CH:19][CH:18]=[CH:17][N:16]=2)(=[O:9])=[O:8])=[CH:5][CH:6]=1. The catalyst class is: 3. (4) Reactant: C(C1C(=O)C(Cl)=C(Cl)C(=O)C=1C#N)#N.[O:15]=[C:16]1[NH:25][C:24]2[C:19](=[CH:20][CH:21]=[C:22]([C:26]([O:28][CH3:29])=[O:27])[CH:23]=2)[NH:18][CH:17]1[C:30]1[CH:35]=[CH:34][CH:33]=[CH:32][CH:31]=1. Product: [O:15]=[C:16]1[NH:25][C:24]2[C:19](=[CH:20][CH:21]=[C:22]([C:26]([O:28][CH3:29])=[O:27])[CH:23]=2)[N:18]=[C:17]1[C:30]1[CH:35]=[CH:34][CH:33]=[CH:32][CH:31]=1. The catalyst class is: 12. (5) Reactant: [NH2:1][C:2]1[CH:3]=[CH:4][C:5]([CH2:8][C:9]([O:11][CH2:12][CH3:13])=[O:10])=[N:6][CH:7]=1.C(O[CH2:23][CH3:24])(OCC)(OCC)C.[N-:25]=[N+:26]=[N-:27].[Na+]. Product: [CH3:24][C:23]1[N:1]([C:2]2[CH:3]=[CH:4][C:5]([CH2:8][C:9]([O:11][CH2:12][CH3:13])=[O:10])=[N:6][CH:7]=2)[N:27]=[N:26][N:25]=1. The catalyst class is: 15. (6) Reactant: [C:1]([C:5]1[N:10]=[C:9]([N:11]2[CH2:16][CH2:15][N:14]([CH2:17][CH2:18][CH2:19][CH2:20][NH2:21])[CH2:13][CH2:12]2)[CH:8]=[C:7]([C:22]([F:25])([F:24])[F:23])[N:6]=1)([CH3:4])([CH3:3])[CH3:2].C1N=CN([C:31]([N:33]2[CH:37]=N[CH:35]=[CH:34]2)=[O:32])C=1.[C:38]1([C:44]2([OH:50])CCNC[CH2:45]2)[CH:43]=[CH:42][CH:41]=[CH:40][CH:39]=1. Product: [C:1]([C:5]1[N:10]=[C:9]([N:11]2[CH2:16][CH2:15][N:14]([CH2:17][CH2:18][CH2:19][CH2:20][NH:21][C:31]([N:33]3[CH2:34][CH2:35][C:44]([OH:50])([C:38]4[CH:43]=[CH:42][CH:41]=[CH:40][CH:39]=4)[CH2:45][CH2:37]3)=[O:32])[CH2:13][CH2:12]2)[CH:8]=[C:7]([C:22]([F:24])([F:25])[F:23])[N:6]=1)([CH3:4])([CH3:2])[CH3:3]. The catalyst class is: 147. (7) Reactant: Br[C:2]1[N:3]([CH3:23])[C:4]([C:13]2[S:14][C:15]3[N:16]=[CH:17][N:18]=[C:19]([NH2:22])[C:20]=3[N:21]=2)=[C:5]([C:7]2[CH:12]=[CH:11][CH:10]=[CH:9][CH:8]=2)[N:6]=1.C[S-:25].[Na+]. Product: [NH2:22][C:19]1[C:20]2[N:21]=[C:13]([C:4]3[N:3]([CH3:23])[C:2]([SH:25])=[N:6][C:5]=3[C:7]3[CH:12]=[CH:11][CH:10]=[CH:9][CH:8]=3)[S:14][C:15]=2[N:16]=[CH:17][N:18]=1. The catalyst class is: 3. (8) Reactant: [C:1]([SiH2:5][O:6][C:7]([CH3:17])([CH3:16])[C:8]1[O:12][C:11]([CH2:13][OH:14])=[N:10][C:9]=1[CH3:15])([CH3:4])([CH3:3])[CH3:2].[CH3:18]I.[H-].[Na+].O. The catalyst class is: 9. Product: [C:1]([SiH2:5][O:6][C:7]([CH3:17])([CH3:16])[C:8]1[O:12][C:11]([CH2:13][O:14][CH3:18])=[N:10][C:9]=1[CH3:15])([CH3:4])([CH3:3])[CH3:2]. (9) The catalyst class is: 10. Reactant: [NH:1]1[CH2:5][CH2:4][CH:3]([CH2:6][NH:7][C:8]([CH:10]2[CH2:15][CH2:14][NH:13][CH2:12][CH2:11]2)=[O:9])[CH2:2]1.[CH2:16]([O:18][C:19]([C:21]1[C:30](=[O:31])[N:29]2[C:24]([C:25]([CH3:34])=[C:26](Cl)[C:27]([F:32])=[CH:28]2)=[C:23]([CH:35]2[CH2:37][CH2:36]2)[CH:22]=1)=[O:20])[CH3:17].C([O-])(O)=O.[Na+]. Product: [CH2:16]([O:18][C:19]([C:21]1[C:30](=[O:31])[N:29]2[C:24]([C:25]([CH3:34])=[C:26]([N:1]3[CH2:5][CH2:4][CH:3]([CH2:6][NH:7][C:8]([CH:10]4[CH2:15][CH2:14][NH:13][CH2:12][CH2:11]4)=[O:9])[CH2:2]3)[C:27]([F:32])=[CH:28]2)=[C:23]([CH:35]2[CH2:36][CH2:37]2)[CH:22]=1)=[O:20])[CH3:17].